This data is from Forward reaction prediction with 1.9M reactions from USPTO patents (1976-2016). The task is: Predict the product of the given reaction. (1) The product is: [Cl:12][C:4]1[C:3]2[CH2:2][N:25]([CH2:24][C:23]3[CH:26]=[CH:27][C:20]([O:16][CH3:13])=[CH:21][CH:22]=3)[CH2:9][C:8]=2[C:7]([Cl:11])=[N:6][N:5]=1. Given the reactants Br[CH2:2][C:3]1[C:8]([CH2:9]Br)=[C:7]([Cl:11])[N:6]=[N:5][C:4]=1[Cl:12].[C:13](=[O:16])([O-])[O-].[Na+].[Na+].C[C:20]1[CH:27]=[CH:26][C:23]([CH2:24][NH2:25])=[CH:22][CH:21]=1.CCCCCCC, predict the reaction product. (2) Given the reactants [H-].[Al+3].[Li+].[H-].[H-].[H-].[C:7]([N:11]1[CH:16]=[CH:15][C:14]([CH3:18])([CH3:17])[CH2:13][C:12]1=O)([CH3:10])([CH3:9])[CH3:8].O.O.O.O.O.O.O.O.O.O.S([O-])([O-])(=O)=O.[Na+].[Na+].S([O-])([O-])(=O)=O.[Na+].[Na+], predict the reaction product. The product is: [C:7]([N:11]1[CH:12]=[CH:13][C:14]([CH3:18])([CH3:17])[CH2:15][CH2:16]1)([CH3:10])([CH3:8])[CH3:9]. (3) Given the reactants Br[C:2]1[CH:7]=[CH:6][C:5]([C:8]([F:11])([F:10])[F:9])=[CH:4][C:3]=1[C:12]1[CH:17]=[CH:16][N:15]=[CH:14][CH:13]=1.[B:18](OC(C)C)([O:23]C(C)C)[O:19]C(C)C.C([Li])CCC, predict the reaction product. The product is: [N:15]1[CH:16]=[CH:17][C:12]([C:3]2[CH:4]=[C:5]([C:8]([F:11])([F:10])[F:9])[CH:6]=[CH:7][C:2]=2[B:18]([OH:23])[OH:19])=[CH:13][CH:14]=1. (4) Given the reactants CN(C(ON1N=NC2C=CC=NC1=2)=[N+](C)C)C.F[P-](F)(F)(F)(F)F.[Cl:25][C:26]1[N:30]2[CH:31]=[C:32]([C:39]3[O:40][CH:41]=[CH:42][CH:43]=3)[CH:33]=[C:34]([C:35]([F:38])([F:37])[F:36])[C:29]2=[N:28][C:27]=1[C:44](O)=[O:45].[NH:47]1[C:55]2[C:50](=[CH:51][CH:52]=[CH:53][CH:54]=2)[CH2:49][CH2:48]1, predict the reaction product. The product is: [Cl:25][C:26]1[N:30]2[CH:31]=[C:32]([C:39]3[O:40][CH:41]=[CH:42][CH:43]=3)[CH:33]=[C:34]([C:35]([F:37])([F:38])[F:36])[C:29]2=[N:28][C:27]=1[C:44]([N:47]1[C:55]2[C:50](=[CH:51][CH:52]=[CH:53][CH:54]=2)[CH2:49][CH2:48]1)=[O:45]. (5) Given the reactants [ClH:1].[CH3:2][O:3][C:4]1[C:5]([NH2:10])=[CH:6][CH:7]=[CH:8][CH:9]=1, predict the reaction product. The product is: [ClH:1].[CH3:2][O:3][C:4]1[C:5]([NH2:10])=[CH:6][CH:7]=[CH:8][CH:9]=1. (6) Given the reactants [C:1]1([C:7]2[CH:8]=[C:9]3[C:13](=[CH:14][CH:15]=2)[NH:12][C:11](=[O:16])[CH2:10]3)[CH:6]=[CH:5][CH:4]=[CH:3][CH:2]=1.[CH3:17][N:18]([CH3:34])[CH2:19][CH2:20][CH2:21][C:22]1[C:23]2[CH2:33][CH2:32][CH2:31][CH2:30][CH2:29][C:24]=2[NH:25][C:26]=1[CH:27]=O.N1CCCCC1, predict the reaction product. The product is: [CH3:34][N:18]([CH3:17])[CH2:19][CH2:20][CH2:21][C:22]1[C:23]2[CH2:33][CH2:32][CH2:31][CH2:30][CH2:29][C:24]=2[NH:25][C:26]=1/[CH:27]=[C:10]1\[C:11](=[O:16])[NH:12][C:13]2[C:9]\1=[CH:8][C:7]([C:1]1[CH:2]=[CH:3][CH:4]=[CH:5][CH:6]=1)=[CH:15][CH:14]=2. (7) Given the reactants [CH3:1][O:2][C:3]1[C:11]2[O:10][C:9]([CH:12]=O)=[CH:8][C:7]=2[CH:6]=[CH:5][CH:4]=1.[BH4-].[Na+].P(Br)(Br)[Br:17], predict the reaction product. The product is: [Br:17][CH2:12][C:9]1[O:10][C:11]2[C:3]([O:2][CH3:1])=[CH:4][CH:5]=[CH:6][C:7]=2[CH:8]=1.